Predict the product of the given reaction. From a dataset of Forward reaction prediction with 1.9M reactions from USPTO patents (1976-2016). Given the reactants C(OC([N:8]1[CH2:13][CH2:12][CH:11]([CH2:14][N:15]2[CH2:19][CH2:18][CH2:17][C:16]2=[O:20])[CH2:10][CH2:9]1)=O)(C)(C)C.[ClH:21], predict the reaction product. The product is: [ClH:21].[NH:8]1[CH2:9][CH2:10][CH:11]([CH2:14][N:15]2[CH2:19][CH2:18][CH2:17][C:16]2=[O:20])[CH2:12][CH2:13]1.